This data is from Full USPTO retrosynthesis dataset with 1.9M reactions from patents (1976-2016). The task is: Predict the reactants needed to synthesize the given product. (1) Given the product [Cl:1][C:2]1[CH:3]=[C:4]([C:12]2[O:16][N:15]=[C:14]([C:17]3[CH:33]=[CH:32][C:20]4[CH2:21][CH2:22][N:23]([CH2:26][C:27]([OH:29])=[O:28])[CH2:24][CH2:25][C:19]=4[CH:18]=3)[N:13]=2)[CH:5]=[CH:6][C:7]=1[O:8][CH:9]([CH3:10])[CH3:11], predict the reactants needed to synthesize it. The reactants are: [Cl:1][C:2]1[CH:3]=[C:4]([C:12]2[O:16][N:15]=[C:14]([C:17]3[CH:33]=[CH:32][C:20]4[CH2:21][CH2:22][N:23]([CH2:26][C:27]([O:29]CC)=[O:28])[CH2:24][CH2:25][C:19]=4[CH:18]=3)[N:13]=2)[CH:5]=[CH:6][C:7]=1[O:8][CH:9]([CH3:11])[CH3:10].[OH-].[Na+]. (2) Given the product [F:1][C:2]1[CH:9]=[CH:8][CH:7]=[CH:6][C:3]=1[CH:4]=[CH:10][C:11]([C:13]1[CH:18]=[CH:17][C:16]([O:19][CH3:20])=[C:15]([O:21][CH3:22])[C:14]=1[O:23][CH3:24])=[O:12], predict the reactants needed to synthesize it. The reactants are: [F:1][C:2]1[CH:9]=[CH:8][CH:7]=[CH:6][C:3]=1[CH:4]=O.[CH3:10][C:11]([C:13]1[CH:18]=[CH:17][C:16]([O:19][CH3:20])=[C:15]([O:21][CH3:22])[C:14]=1[O:23][CH3:24])=[O:12]. (3) Given the product [CH3:20][C:18]1[S:17][C:15]2[N:16]=[C:11]([CH2:10][O:6][CH2:5][C:4]([F:8])([F:7])[F:3])[N:12]=[C:13]([C:21]3[CH:26]=[CH:25][CH:24]=[C:23]([C:27]([F:29])([F:30])[F:28])[CH:22]=3)[C:14]=2[CH:19]=1, predict the reactants needed to synthesize it. The reactants are: [H-].[Na+].[F:3][C:4]([F:8])([F:7])[CH2:5][OH:6].Cl[CH2:10][C:11]1[N:12]=[C:13]([C:21]2[CH:26]=[CH:25][CH:24]=[C:23]([C:27]([F:30])([F:29])[F:28])[CH:22]=2)[C:14]2[CH:19]=[C:18]([CH3:20])[S:17][C:15]=2[N:16]=1. (4) Given the product [OH:22][C@@H:21]1[C@H:23]([OH:24])[C@@H:25]([CH2:26][OH:27])[O:28][C@H:20]1[N:19]1[CH:18]=[N:17][C:16]2[C:29]1=[N:30][C:13]([N:11]1[CH:1]=[C:3]([C:4]([O:6][CH2:7][CH3:8])=[O:5])[CH:9]=[N:12]1)=[N:14][C:15]=2[NH2:31], predict the reactants needed to synthesize it. The reactants are: [CH:1]([CH:3]([CH:9]=O)[C:4]([O:6][CH2:7][CH3:8])=[O:5])=O.[NH:11]([C:13]1[N:14]=[C:15]([NH2:31])[C:16]2[N:17]=[CH:18][N:19]([C:29]=2[N:30]=1)[C@@H:20]1[O:28][C@H:25]([CH2:26][OH:27])[C@@H:23]([OH:24])[C@H:21]1[OH:22])[NH2:12]. (5) Given the product [C:43]1([CH2:49][C:50]([N:1]2[CH2:6][CH2:5][N:4]([C:15](=[O:17])[CH2:14][C:11]3[CH:10]=[CH:9][C:8]([NH2:7])=[CH:13][CH:12]=3)[CH2:3][CH2:2]2)=[O:51])[CH:48]=[CH:47][CH:46]=[CH:45][CH:44]=1, predict the reactants needed to synthesize it. The reactants are: [NH:1]1[CH2:6][CH2:5][NH:4][CH2:3][CH2:2]1.[NH2:7][C:8]1[CH:13]=[CH:12][C:11]([CH2:14][C:15]([OH:17])=O)=[CH:10][CH:9]=1.C1CCC(N=C=NC2CCCCC2)CC1.C1C=CC2N(O)N=NC=2C=1.[C:43]1([CH2:49][C:50](O)=[O:51])[CH:48]=[CH:47][CH:46]=[CH:45][CH:44]=1. (6) Given the product [C:65]([OH:67])(=[O:66])[C:64]1[CH:68]=[CH:69][CH:61]=[CH:62][CH:63]=1.[OH:60][C:61]1[CH:69]=[CH:68][C:64]([CH2:65][OH:66])=[CH:63][C:62]=1[N+:70]([O-:72])=[O:71], predict the reactants needed to synthesize it. The reactants are: O=C[C@@H]([C@H]([C@@H]([C@@H](CO)O)O)O)O.B(O)O.ClC1NOC=CC=1.B([O-])OC1C=CC=CC=1.C=N.NC1C=C(C=CC=1O)CO.ClC1C(=O)C2C(C(=O)C=1Cl)=CC=CC=2.NO.[OH:60][C:61]1[CH:69]=[CH:68][C:64]([C:65]([OH:67])=[O:66])=[CH:63][C:62]=1[N+:70]([O-:72])=[O:71]. (7) Given the product [Cl:27][C:12]1[C:11](=[O:28])[N:10]([C:8]2[C:7]([CH3:29])=[CH:6][N:5]=[C:4]([C:1]3[CH:2]=[CH:30][N:43]=[C:41]([C:40]([OH:39])([CH3:45])[CH3:44])[N:42]=3)[CH:9]=2)[C:15]([CH3:16])=[CH:14][C:13]=1[O:17][CH2:18][C:19]1[CH:20]=[CH:21][C:22]([O:25][CH3:26])=[CH:23][CH:24]=1, predict the reactants needed to synthesize it. The reactants are: [C:1]([C:4]1[CH:9]=[C:8]([N:10]2[C:15]([CH3:16])=[CH:14][C:13]([O:17][CH2:18][C:19]3[CH:24]=[CH:23][C:22]([O:25][CH3:26])=[CH:21][CH:20]=3)=[C:12]([Cl:27])[C:11]2=[O:28])[C:7]([CH3:29])=[CH:6][N:5]=1)(=O)[CH3:2].[CH3:30]OC(OC)N(C)C.Cl.[OH:39][C:40]([CH3:45])([CH3:44])[C:41]([NH2:43])=[NH:42].C(=O)([O-])[O-].[K+].[K+].